Dataset: Full USPTO retrosynthesis dataset with 1.9M reactions from patents (1976-2016). Task: Predict the reactants needed to synthesize the given product. (1) Given the product [Br:48][C:16]1[C:17](=[O:21])[NH:18][C:19]2[C:14]([CH:15]=1)=[CH:13][C:12]1[C:8]([C:6]3[CH:5]=[CH:4][N:3]=[C:2]([CH3:1])[CH:7]=3)=[N:9][N:10]([C:22]([C:29]3[CH:30]=[CH:31][CH:32]=[CH:33][CH:34]=3)([C:35]3[CH:40]=[CH:39][CH:38]=[CH:37][CH:36]=3)[C:23]3[CH:28]=[CH:27][CH:26]=[CH:25][CH:24]=3)[C:11]=1[CH:20]=2, predict the reactants needed to synthesize it. The reactants are: [CH3:1][C:2]1[CH:7]=[C:6]([C:8]2[C:12]3[CH:13]=[C:14]4[C:19](=[CH:20][C:11]=3[N:10]([C:22]([C:35]3[CH:40]=[CH:39][CH:38]=[CH:37][CH:36]=3)([C:29]3[CH:34]=[CH:33][CH:32]=[CH:31][CH:30]=3)[C:23]3[CH:28]=[CH:27][CH:26]=[CH:25][CH:24]=3)[N:9]=2)[NH:18][C:17](=[O:21])[CH:16]=[CH:15]4)[CH:5]=[CH:4][N:3]=1.C1C(=O)N([Br:48])C(=O)C1.[O-]S([O-])(=S)=O.[Na+].[Na+]. (2) The reactants are: [F:1][C:2]1[CH:7]=[C:6]([CH:8]=[CH:9][N+:10]([O-])=O)[CH:5]=[CH:4][C:3]=1[C:13]1[S:14][C:15]2[C:20]([N:21]=1)=[CH:19][CH:18]=[C:17]([C:22]1([C:25]3[CH:30]=[CH:29][CH:28]=[CH:27][CH:26]=3)[CH2:24][CH2:23]1)[N:16]=2.C1COCC1.CO.O. Given the product [F:1][C:2]1[CH:7]=[C:6]([CH2:8][CH2:9][NH2:10])[CH:5]=[CH:4][C:3]=1[C:13]1[S:14][C:15]2[C:20]([N:21]=1)=[CH:19][CH:18]=[C:17]([C:22]1([C:25]3[CH:26]=[CH:27][CH:28]=[CH:29][CH:30]=3)[CH2:23][CH2:24]1)[N:16]=2, predict the reactants needed to synthesize it. (3) Given the product [Cl:1][CH2:2][CH2:3][CH2:4][O:5][CH2:7][C:8]1[CH:13]=[CH:12][CH:11]=[C:10]([F:14])[C:9]=1[O:15][CH3:16], predict the reactants needed to synthesize it. The reactants are: [Cl:1][CH2:2][CH2:3][CH2:4][OH:5].Cl[CH2:7][C:8]1[CH:13]=[CH:12][CH:11]=[C:10]([F:14])[C:9]=1[O:15][CH3:16]. (4) The reactants are: C(N(C(C)C)CC)(C)C.[CH2:10]([O:17][C:18]([N:20]1[CH2:25][CH2:24][NH:23][CH2:22][CH2:21]1)=[O:19])[C:11]1[CH:16]=[CH:15][CH:14]=[CH:13][CH:12]=1.[N+:26]([C:29]1[CH:34]=[CH:33][C:32]([S:35](Cl)(=[O:37])=[O:36])=[C:31]([C:39]([F:42])([F:41])[F:40])[CH:30]=1)([O-:28])=[O:27]. Given the product [CH2:10]([O:17][C:18]([N:20]1[CH2:25][CH2:24][N:23]([S:35]([C:32]2[CH:33]=[CH:34][C:29]([N+:26]([O-:28])=[O:27])=[CH:30][C:31]=2[C:39]([F:40])([F:41])[F:42])(=[O:37])=[O:36])[CH2:22][CH2:21]1)=[O:19])[C:11]1[CH:16]=[CH:15][CH:14]=[CH:13][CH:12]=1, predict the reactants needed to synthesize it. (5) Given the product [N:1]1([C:5]2[N:6]=[CH:7][C:8]([C:11]3[CH:12]=[CH:13][C:14]([S:17]([NH:20][C:21]4[C:30]([F:31])=[CH:29][C:24]([C:25]([OH:27])=[O:26])=[C:23]([F:32])[CH:22]=4)(=[O:19])=[O:18])=[CH:15][CH:16]=3)=[CH:9][N:10]=2)[CH2:2][CH2:3][CH2:4]1, predict the reactants needed to synthesize it. The reactants are: [N:1]1([C:5]2[N:10]=[CH:9][C:8]([C:11]3[CH:16]=[CH:15][C:14]([S:17]([NH:20][C:21]4[C:30]([F:31])=[CH:29][C:24]([C:25]([O:27]C)=[O:26])=[C:23]([F:32])[CH:22]=4)(=[O:19])=[O:18])=[CH:13][CH:12]=3)=[CH:7][N:6]=2)[CH2:4][CH2:3][CH2:2]1.[OH-].[Li+].Cl. (6) Given the product [CH2:50]([C@H:49]1[N:48]([C:56]([O:58][C:59]([CH3:60])([CH3:61])[CH3:62])=[O:57])[CH2:47][C:44]2([CH2:45][CH2:46]2)[N:43]([C:42]([O:41][CH2:34][C:35]2[CH:36]=[CH:37][CH:38]=[CH:39][CH:40]=2)=[O:63])[CH2:54]1)[CH:51]([CH3:52])[CH3:53], predict the reactants needed to synthesize it. The reactants are: C1(P(C2C=CC=CC=2)C2C=CC=CC=2)C=CC=CC=1.N(C(OC(C)C)=O)=NC(OC(C)C)=O.[CH2:34]([O:41][C:42](=[O:63])[NH:43][C:44]1([CH2:47][N:48]([C:56]([O:58][C:59]([CH3:62])([CH3:61])[CH3:60])=[O:57])[C@@H:49]([CH2:54]O)[CH2:50][CH:51]([CH3:53])[CH3:52])[CH2:46][CH2:45]1)[C:35]1[CH:40]=[CH:39][CH:38]=[CH:37][CH:36]=1. (7) Given the product [Br:12][C:4]1[NH:5][C:6]([C:7]([O:9][CH2:10][CH3:11])=[O:8])=[C:2]([CH3:1])[N:3]=1, predict the reactants needed to synthesize it. The reactants are: [CH3:1][C:2]1[N:3]=[CH:4][NH:5][C:6]=1[C:7]([O:9][CH2:10][CH3:11])=[O:8].[Br:12]N1C(=O)CCC1=O. (8) Given the product [F:1][C:2]1[CH:7]=[C:6]([O:8][CH3:9])[CH:5]=[CH:4][C:3]=1[CH2:10][CH2:11][C:12]([O:14][CH2:15][CH3:16])=[O:13], predict the reactants needed to synthesize it. The reactants are: [F:1][C:2]1[CH:7]=[C:6]([O:8][CH3:9])[CH:5]=[CH:4][C:3]=1/[CH:10]=[CH:11]/[C:12]([O:14][CH2:15][CH3:16])=[O:13].O1CCCC1.